The task is: Predict the reaction yield, written as a fraction of the theoretical maximum amount of product (1.0 means a 100% yield; for example, 0.34 means a 34% yield).. This data is from Reaction yield outcomes from USPTO patents with 853,638 reactions. (1) The reactants are [CH3:1][O:2][C:3]1[CH:4]=[C:5]2[C:10](=[CH:11][C:12]=1[O:13][CH3:14])[N:9]=[CH:8][CH:7]=[C:6]2[O:15][C:16]1[CH:22]=[CH:21][C:19]([NH2:20])=[CH:18][CH:17]=1.C(N(CC)CC)C.Cl[C:31](Cl)([O:33]C(=O)OC(Cl)(Cl)Cl)Cl.[CH3:42][O:43][C:44]1[CH:49]=[CH:48][CH:47]=[CH:46][C:45]=1[C@H:50]([NH2:52])[CH3:51]. The catalyst is C(Cl)(Cl)Cl. The product is [CH3:1][O:2][C:3]1[CH:4]=[C:5]2[C:10](=[CH:11][C:12]=1[O:13][CH3:14])[N:9]=[CH:8][CH:7]=[C:6]2[O:15][C:16]1[CH:22]=[CH:21][C:19]([NH:20][C:31]([NH:52][C@@H:50]([C:45]2[CH:46]=[CH:47][CH:48]=[CH:49][C:44]=2[O:43][CH3:42])[CH3:51])=[O:33])=[CH:18][CH:17]=1. The yield is 0.570. (2) The reactants are [ClH:1].O1CCOCC1.C(OC(=O)[N:14]([C:23]1[CH:28]=[CH:27][C:26]([O:29][C:30]2[C:39]3[C:34](=[CH:35][C:36]([O:40]C)=[CH:37][CH:38]=3)[CH:33]=[CH:32][C:31]=2[C:42]2[CH:47]=[CH:46][C:45]([S:48]([CH3:51])(=[O:50])=[O:49])=[CH:44][CH:43]=2)=[CH:25][CH:24]=1)[CH2:15][CH2:16][N:17]1[CH2:22][CH2:21][CH2:20][CH2:19][CH2:18]1)(C)(C)C.B(Br)(Br)Br.C(=O)(O)[O-].[Na+]. The catalyst is ClCCl. The product is [ClH:1].[ClH:1].[CH3:51][S:48]([C:45]1[CH:44]=[CH:43][C:42]([C:31]2[C:30]([O:29][C:26]3[CH:27]=[CH:28][C:23]([NH:14][CH2:15][CH2:16][N:17]4[CH2:22][CH2:21][CH2:20][CH2:19][CH2:18]4)=[CH:24][CH:25]=3)=[C:39]3[C:34](=[CH:33][CH:32]=2)[CH:35]=[C:36]([OH:40])[CH:37]=[CH:38]3)=[CH:47][CH:46]=1)(=[O:50])=[O:49]. The yield is 0.770. (3) The reactants are C([O:3][C:4]([C:6]1[S:7][C:8]([S:18]([CH2:21][C:22]([O:24]CC)=[O:23])(=[O:20])=[O:19])=[C:9]2[C:14](=[O:15])[CH2:13][C:12]([CH3:17])([CH3:16])[CH2:11][C:10]=12)=[O:5])C.[OH-].[Na+].Cl. The catalyst is C1COCC1. The product is [C:22]([CH2:21][S:18]([C:8]1[S:7][C:6]([C:4]([OH:5])=[O:3])=[C:10]2[CH2:11][C:12]([CH3:17])([CH3:16])[CH2:13][C:14](=[O:15])[C:9]=12)(=[O:20])=[O:19])([OH:24])=[O:23]. The yield is 0.980. (4) The product is [N+:1]([C:4]1[CH:5]=[CH:6][C:7]([O:12][CH2:18][C:19]([O:21][CH2:22][CH3:23])=[O:20])=[CH:8][CH:9]=1)([O-:3])=[O:2]. The catalyst is CC(C)=O. The reactants are [N+:1]([C:4]1[CH:5]=[C:6](O)[CH:7]=[CH:8][CH:9]=1)([O-:3])=[O:2].C([O-])([O-])=[O:12].[K+].[K+].Br[CH2:18][C:19]([O:21][CH2:22][CH3:23])=[O:20]. The yield is 0.920. (5) The reactants are [Cl:1][C:2]1[CH:22]=[C:21]([C:23]([F:26])([F:25])[F:24])[CH:20]=[CH:19][C:3]=1[CH2:4][N:5]1[C:9](/[CH:10]=[CH:11]/[C:12]([OH:14])=O)=[CH:8][C:7]([O:15][CH:16]([CH3:18])[CH3:17])=[N:6]1.[CH3:27][CH:28]([CH3:35])[CH2:29][CH2:30][S:31]([NH2:34])(=[O:33])=[O:32].N12CCCN=C1CCCCC2. The catalyst is CN(C)C=O. The product is [Cl:1][C:2]1[CH:22]=[C:21]([C:23]([F:26])([F:25])[F:24])[CH:20]=[CH:19][C:3]=1[CH2:4][N:5]1[C:9](/[CH:10]=[CH:11]/[C:12]([NH:34][S:31]([CH2:30][CH2:29][CH:28]([CH3:35])[CH3:27])(=[O:33])=[O:32])=[O:14])=[CH:8][C:7]([O:15][CH:16]([CH3:17])[CH3:18])=[N:6]1. The yield is 0.440. (6) The reactants are [CH3:1][O:2][C:3](=[O:24])[C@@:4](C)([NH:15][C:16]([O:18][C:19]([CH3:22])([CH3:21])[CH3:20])=[O:17])[CH2:5][C:6]1[CH:11]=[CH:10][C:9]([N+:12]([O-])=O)=[CH:8][CH:7]=1.[Cl-].[NH4+].CO. The catalyst is [Zn].O. The product is [CH3:1][O:2][C:3](=[O:24])[C@@H:4]([NH:15][C:16]([O:18][C:19]([CH3:21])([CH3:20])[CH3:22])=[O:17])[CH2:5][C:6]1[CH:11]=[CH:10][C:9]([NH2:12])=[CH:8][CH:7]=1. The yield is 1.00. (7) The reactants are [Br:1][CH:2]([CH3:12])[C:3]([C:5]1[CH:10]=[CH:9][C:8]([Br:11])=[CH:7][CH:6]=1)=O.[OH:13][CH2:14][C:15]([NH:18][C:19]([NH2:21])=[S:20])([CH3:17])[CH3:16]. The catalyst is C(O)C. The product is [BrH:1].[Br:11][C:8]1[CH:9]=[CH:10][C:5]([C:3]2[N:21]=[C:19]([NH:18][C:15]([CH3:17])([CH3:16])[CH2:14][OH:13])[S:20][C:2]=2[CH3:12])=[CH:6][CH:7]=1. The yield is 1.00. (8) The reactants are C(O)(C(F)(F)F)=O.C([SiH](CC)CC)C.COC1C=C(OC)C=CC=1C[NH:20][C:21]1[C:22]2[N:23]([C:27]([C@@H:54]3[CH2:62][CH2:61][C@@H:60]4[N:56]([C:57](=[O:63])[CH2:58][CH2:59]4)[CH2:55]3)=[N:28][C:29]=2[C:30]2[CH:48]=[CH:47][C:33]([C:34]([NH:36][C:37]3[CH:42]=[C:41]([C:43]([F:46])([F:45])[F:44])[CH:40]=[CH:39][N:38]=3)=[O:35])=[CH:32][C:31]=2[O:49][CH2:50][CH2:51][O:52][CH3:53])[CH:24]=[CH:25][N:26]=1. No catalyst specified. The product is [NH2:20][C:21]1[C:22]2[N:23]([C:27]([C@@H:54]3[CH2:62][CH2:61][C@@H:60]4[N:56]([C:57](=[O:63])[CH2:58][CH2:59]4)[CH2:55]3)=[N:28][C:29]=2[C:30]2[CH:48]=[CH:47][C:33]([C:34]([NH:36][C:37]3[CH:42]=[C:41]([C:43]([F:46])([F:45])[F:44])[CH:40]=[CH:39][N:38]=3)=[O:35])=[CH:32][C:31]=2[O:49][CH2:50][CH2:51][O:52][CH3:53])[CH:24]=[CH:25][N:26]=1. The yield is 0.739.